Dataset: Retrosynthesis with 50K atom-mapped reactions and 10 reaction types from USPTO. Task: Predict the reactants needed to synthesize the given product. (1) Given the product CN1C(=O)N(COCC[Si](C)(C)C)c2ccc(Br)cc2S1(=O)=O, predict the reactants needed to synthesize it. The reactants are: CN1C(=O)Nc2ccc(Br)cc2S1(=O)=O.C[Si](C)(C)CCOCCl. (2) Given the product COc1cccc2cc(-n3nc(OCCN4CCOCC4)cc3C)ccc12, predict the reactants needed to synthesize it. The reactants are: COc1cccc2cc(-n3nc(O)cc3C)ccc12.ClCCN1CCOCC1. (3) Given the product Fc1ccc2c(CCCN3CC[C@H]4[C@@H](C3)c3cccc5c3N4CCO5)n[nH]c2c1, predict the reactants needed to synthesize it. The reactants are: Fc1ccc2c(CCCCl)n[nH]c2c1.c1cc2c3c(c1)[C@@H]1CNCC[C@@H]1N3CCO2. (4) The reactants are: Cc1onc(-c2ccccc2)c1-c1cn2cc(NC(=O)OC(C)(C)C)ccc2n1. Given the product Cc1onc(-c2ccccc2)c1-c1cn2cc(N)ccc2n1, predict the reactants needed to synthesize it. (5) Given the product c1ccc(C(=C2CCN(CCN3CCNCC3)CC2)c2ccccc2)cc1, predict the reactants needed to synthesize it. The reactants are: C1CNCCN1.ClCCN1CCC(=C(c2ccccc2)c2ccccc2)CC1. (6) Given the product CC(C)(C)OC(=O)NC1CCN(C(=O)OCc2ccccc2)CC1, predict the reactants needed to synthesize it. The reactants are: CC(C)(C)OC(=O)NC1CCNCC1.O=C(Cl)OCc1ccccc1. (7) Given the product O=[N+]([O-])c1ccc(Oc2ccc(Cl)cc2Cl)cc1, predict the reactants needed to synthesize it. The reactants are: O=[N+]([O-])c1ccc(F)cc1.Oc1ccc(Cl)cc1Cl.